This data is from Reaction yield outcomes from USPTO patents with 853,638 reactions. The task is: Predict the reaction yield, written as a fraction of the theoretical maximum amount of product (1.0 means a 100% yield; for example, 0.34 means a 34% yield). (1) The reactants are [H-].[Na+].C([N:11]1[CH2:28][CH2:27][CH:15]2[N:16]3[C:25]4[C:20](=[CH:21][CH:22]=[CH:23][C:24]=4[CH:14]2[CH2:13][CH2:12]1)[CH:19]([OH:26])[CH2:18][CH2:17]3)(=O)C1C=CC=CC=1.I[CH3:30]. The catalyst is CN(C=O)C. The product is [CH3:30][O:26][CH:19]1[C:20]2[C:25]3=[C:24]([CH:14]4[CH2:13][CH2:12][NH:11][CH2:28][CH2:27][CH:15]4[N:16]3[CH2:17][CH2:18]1)[CH:23]=[CH:22][CH:21]=2. The yield is 0.790. (2) The reactants are [N:1]1([CH2:6][C:7]([C:9]2[S:10][CH:11]=[CH:12][N:13]=2)=[O:8])[CH:5]=[CH:4][N:3]=[CH:2]1.[BH4-].[Na+]. The catalyst is CO. The product is [N:1]1([CH2:6][CH:7]([C:9]2[S:10][CH:11]=[CH:12][N:13]=2)[OH:8])[CH:5]=[CH:4][N:3]=[CH:2]1. The yield is 0.450.